From a dataset of Full USPTO retrosynthesis dataset with 1.9M reactions from patents (1976-2016). Predict the reactants needed to synthesize the given product. Given the product [Cl:17][C:8]1[C:7]2[C:12](=[CH:13][C:4]([CH:1]([CH3:3])[CH3:2])=[CH:5][CH:6]=2)[N:11]=[CH:10][N:9]=1, predict the reactants needed to synthesize it. The reactants are: [CH:1]([C:4]1[CH:13]=[C:12]2[C:7]([C:8](=O)[NH:9][CH:10]=[N:11]2)=[CH:6][CH:5]=1)([CH3:3])[CH3:2].P(Cl)(Cl)([Cl:17])=O.